From a dataset of Reaction yield outcomes from USPTO patents with 853,638 reactions. Predict the reaction yield, written as a fraction of the theoretical maximum amount of product (1.0 means a 100% yield; for example, 0.34 means a 34% yield). (1) The yield is 0.860. The catalyst is C1COCC1. The product is [Cl:45][C:42]1[CH:41]=[CH:40][C:39]([C@@H:33]([NH:32][C:30]([C:15]2([NH:14][C:12](=[O:13])[O:11][C:7]([CH3:9])([CH3:8])[CH3:10])[CH2:16][CH2:17][N:18]([C:21]3[C:22]4[CH:29]=[CH:28][NH:27][C:23]=4[N:24]=[CH:25][N:26]=3)[CH2:19][CH2:20]2)=[O:31])[CH2:34][CH2:35][OH:36])=[CH:44][CH:43]=1. The reactants are [H-].[H-].[H-].[H-].[Li+].[Al+3].[C:7]([O:11][C:12]([NH:14][C:15]1([C:30]([NH:32][C@H:33]([C:39]2[CH:44]=[CH:43][C:42]([Cl:45])=[CH:41][CH:40]=2)[CH2:34][C:35](OC)=[O:36])=[O:31])[CH2:20][CH2:19][N:18]([C:21]2[C:22]3[CH:29]=[CH:28][NH:27][C:23]=3[N:24]=[CH:25][N:26]=2)[CH2:17][CH2:16]1)=[O:13])([CH3:10])([CH3:9])[CH3:8]. (2) The reactants are [F:1][C:2]([F:7])([F:6])[C:3]([OH:5])=[O:4].C([O:10][C:11](=[O:42])[CH:12]([CH2:36][C:37]([O:39]CC)=[O:38])[S:13][C:14](=[O:35])[CH:15]([CH3:34])[CH2:16][C:17]1[O:18][C:19]([C:22]([O:24][C:25]2[CH:30]=[CH:29][C:28]([C:31](=[NH:33])[NH2:32])=[CH:27][CH:26]=2)=[O:23])=[CH:20][CH:21]=1)C.Cl.O1CCOCC1. The catalyst is O. The product is [F:1][C:2]([F:7])([F:6])[C:3]([OH:5])=[O:4].[F:1][C:2]([F:7])([F:6])[C:3]([OH:5])=[O:4].[C:31]([C:28]1[CH:27]=[CH:26][C:25]([O:24][C:22]([C:19]2[O:18][C:17]([CH2:16][CH:15]([CH3:34])[C:14]([S:13][CH:12]([CH2:36][C:37]([OH:39])=[O:38])[C:11]([OH:42])=[O:10])=[O:35])=[CH:21][CH:20]=2)=[O:23])=[CH:30][CH:29]=1)(=[NH:32])[NH2:33]. The yield is 0.00100.